Dataset: Peptide-MHC class I binding affinity with 185,985 pairs from IEDB/IMGT. Task: Regression. Given a peptide amino acid sequence and an MHC pseudo amino acid sequence, predict their binding affinity value. This is MHC class I binding data. (1) The peptide sequence is SSSLTSLLK. The MHC is HLA-B58:01 with pseudo-sequence HLA-B58:01. The binding affinity (normalized) is 0.0847. (2) The peptide sequence is AEMVAKYDL. The MHC is HLA-B18:01 with pseudo-sequence HLA-B18:01. The binding affinity (normalized) is 0.0847.